This data is from Forward reaction prediction with 1.9M reactions from USPTO patents (1976-2016). The task is: Predict the product of the given reaction. (1) The product is: [S:23]1[C:24]2[CH:30]=[CH:29][CH:28]=[CH:27][C:25]=2[N:26]=[C:22]1[CH2:21][O:20][C:19]1[CH:31]=[CH:32][C:16]2[N:14]([CH2:13][C:10]3[CH:11]=[CH:12][C:7]([N:1]4[CH2:6][CH2:5][CH2:4][CH2:3][CH2:2]4)=[CH:8][CH:9]=3)[C:45]([C@H:36]3[CH2:41][CH2:40][CH2:39][CH2:38][C@H:37]3[C:42]([OH:44])=[O:43])=[N:33][C:17]=2[CH:18]=1. Given the reactants [N:1]1([C:7]2[CH:12]=[CH:11][C:10]([CH2:13][NH2:14])=[CH:9][CH:8]=2)[CH2:6][CH2:5][CH2:4][CH2:3][CH2:2]1.F[C:16]1[CH:32]=[CH:31][C:19]([O:20][CH2:21][C:22]2[S:23][C:24]3[CH:30]=[CH:29][CH:28]=[CH:27][C:25]=3[N:26]=2)=[CH:18][C:17]=1[N+:33]([O-])=O.[C@@H:36]12[C:45](=O)[O:44][C:42](=[O:43])[C@@H:37]1[CH2:38][CH2:39][CH2:40][CH2:41]2, predict the reaction product. (2) Given the reactants C1(P(C2CCCCC2)C2C=CC=CC=2C2C=CC=CC=2)CCCCC1.[F:26][C:27]([F:56])([F:55])[C:28]1[CH:29]=[C:30]([C:38]2[C:39]3[N:40]([N:44]=[C:45]([NH:47][CH:48]4[CH2:53][CH2:52][NH:51][CH2:50][CH:49]4[F:54])[N:46]=3)[CH:41]=[CH:42][CH:43]=2)[CH:31]=[C:32]([C:34]([F:37])([F:36])[F:35])[CH:33]=1.Cl[C:58]1[S:62][N:61]=[C:60]([CH3:63])[N:59]=1.CC(C)([O-])C.[Na+], predict the reaction product. The product is: [F:56][C:27]([F:26])([F:55])[C:28]1[CH:29]=[C:30]([C:38]2[C:39]3[N:40]([N:44]=[C:45]([NH:47][CH:48]4[CH2:53][CH2:52][N:51]([C:58]5[S:62][N:61]=[C:60]([CH3:63])[N:59]=5)[CH2:50][CH:49]4[F:54])[N:46]=3)[CH:41]=[CH:42][CH:43]=2)[CH:31]=[C:32]([C:34]([F:35])([F:36])[F:37])[CH:33]=1.